This data is from Catalyst prediction with 721,799 reactions and 888 catalyst types from USPTO. The task is: Predict which catalyst facilitates the given reaction. (1) The catalyst class is: 27. Product: [F:4][C:5]1[CH:20]=[C:19]([F:21])[CH:18]=[C:17]([F:22])[C:6]=1[C:7]([C:9]1[CH:10]=[C:11]([C:14]([O:16][CH3:25])=[O:15])[NH:12][CH:13]=1)=[O:8]. Reactant: ClCCl.[F:4][C:5]1[CH:20]=[C:19]([F:21])[CH:18]=[C:17]([F:22])[C:6]=1[C:7]([C:9]1[CH:10]=[C:11]([C:14]([OH:16])=[O:15])[NH:12][CH:13]=1)=[O:8].[N+](=[CH2:25])=[N-]. (2) Reactant: Cl.[C:2]([CH2:5][N:6]1[CH2:11][CH2:10][C:9]2([CH:16]=[C:15]([C:17]3[CH:22]=[C:21](F)[C:20]([O:24]CC)=[C:19](F)[CH:18]=3)[C:14]3[CH:28]=[CH:29][CH:30]=[CH:31][C:13]=3[O:12]2)[CH2:8][CH2:7]1)([OH:4])=[O:3].N1C=CC=CC=1.[C:38]1([CH3:48])[CH:43]=[CH:42][C:41]([S:44]([Cl:47])(=[O:46])=[O:45])=[CH:40][CH:39]=1.O. Product: [ClH:47].[C:2]([CH2:5][N:6]1[CH2:7][CH2:8][C:9]2([CH:16]=[C:15]([C:17]3[CH:18]=[CH:19][C:20]([O:24][S:44]([C:41]4[CH:42]=[CH:43][C:38]([CH3:48])=[CH:39][CH:40]=4)(=[O:46])=[O:45])=[CH:21][CH:22]=3)[C:14]3[CH:13]=[CH:31][CH:30]=[CH:29][C:28]=3[O:12]2)[CH2:10][CH2:11]1)([OH:4])=[O:3]. The catalyst class is: 4.